This data is from Experimental lipophilicity measurements (octanol/water distribution) for 4,200 compounds from AstraZeneca. The task is: Regression/Classification. Given a drug SMILES string, predict its absorption, distribution, metabolism, or excretion properties. Task type varies by dataset: regression for continuous measurements (e.g., permeability, clearance, half-life) or binary classification for categorical outcomes (e.g., BBB penetration, CYP inhibition). For this dataset (lipophilicity_astrazeneca), we predict Y. (1) The molecule is CS(=O)(=O)c1ccc(-c2cc(C(=O)N[C@H]3CCCNC3)c(NC(N)=O)s2)cc1. The Y is 0.680 logD. (2) The molecule is N#Cc1ccc(-c2cc(NC(N)=O)c(C(=O)N[C@H]3CCCNC3)s2)cc1. The Y is 0.610 logD. (3) The drug is Nc1nccc2ccccc12. The Y is 1.50 logD. (4) The Y is 1.00 logD. The compound is O=C(c1cccc(Cc2nnc(O)c3ccccc23)c1)N1CCOCC1. (5) The molecule is CC(C)N1CCN(Cc2cnc(-c3cc(-c4cccc5[nH]ccc45)cc4[nH]ncc34)o2)CC1. The Y is 3.49 logD. (6) The molecule is O=C1COc2ccc(CNC3CCN(CCN4C(=O)COc5ccc(Br)cc54)CC3)nc2N1. The Y is 1.42 logD. (7) The compound is CCC[C@@H](c1ccc(C(=O)O)c(Oc2cccc(Cl)c2)c1)N1CCC[C@H](n2cc(C)c(=O)[nH]c2=O)C1. The Y is 0.500 logD. (8) The Y is 1.30 logD. The compound is COC(=O)c1ccc(C(C)n2[nH]c(=O)c3[nH]c4cc(Cl)ccc4c(=O)c3c2=O)cc1.